Dataset: Retrosynthesis with 50K atom-mapped reactions and 10 reaction types from USPTO. Task: Predict the reactants needed to synthesize the given product. (1) Given the product O=C(NC(c1ccsc1)C1CCC1)c1ccc2[nH]nc(-c3ccc(N4CCOCC4)cc3)c2c1, predict the reactants needed to synthesize it. The reactants are: O=C(NC(c1ccsc1)C1CCC1)c1ccc2[nH]nc(I)c2c1.OB(O)c1ccc(N2CCOCC2)cc1. (2) Given the product CC(C)NC(=O)NC1c2cc3nonc3cc2OC(C)(C)C1O, predict the reactants needed to synthesize it. The reactants are: CC(C)N=C=O.CC1(C)Oc2cc3nonc3cc2C(N)C1O. (3) Given the product CC(C)OC(=O)Cc1ccc(F)cc1, predict the reactants needed to synthesize it. The reactants are: Cc1ccc(S(=O)(=O)O)cc1.O=C(O)Cc1ccc(F)cc1. (4) Given the product COc1ccc(C(=O)N2c3ccccc3C(N3CC4(CCN(Cc5ccccc5)CC4)c4ccccc43)CC2C)cc1OC, predict the reactants needed to synthesize it. The reactants are: COc1ccc(C(=O)N2c3ccccc3[C@H](O)C[C@@H]2C)cc1OC.c1ccc(CN2CCC3(CC2)CNc2ccccc23)cc1. (5) The reactants are: O=C1CCN(c2ccc(N3C[C@H](COc4ccon4)OC3=O)cc2F)CC1.[BH3-]C#N. Given the product NC1CCN(c2ccc(N3C[C@H](COc4ccon4)OC3=O)cc2F)CC1, predict the reactants needed to synthesize it. (6) Given the product COc1cc2ccc(=O)oc2cc1OCCCN1CCC(c2ccccc2)CC1, predict the reactants needed to synthesize it. The reactants are: COc1cc2ccc(=O)oc2cc1OCCCOS(C)(=O)=O.c1ccc(C2CCNCC2)cc1. (7) Given the product COc1cc2c(cc1C(=O)N(C)C)C(Cc1ccc(Cl)c(Cl)c1)NCC2, predict the reactants needed to synthesize it. The reactants are: COc1cc2c(cc1C(=O)N(C)C)C(Cc1ccc(Cl)c(Cl)c1)N(C(=O)OC(C)(C)C)CC2. (8) The reactants are: CC(C)(C)OC(=O)NC1(C(=O)NC(Cc2nccs2)c2ccc(Cl)cc2)CCN(c2ncnc3[nH]ccc23)CC1. Given the product NC1(C(=O)NC(Cc2nccs2)c2ccc(Cl)cc2)CCN(c2ncnc3[nH]ccc23)CC1, predict the reactants needed to synthesize it. (9) Given the product COC1(c2ccccc2)CCN(c2ccc(N3CCN(C(C)=O)CC3)cc2)CC1, predict the reactants needed to synthesize it. The reactants are: CC(=O)N1CCN(c2ccc(OS(=O)(=O)C(F)(F)F)cc2)CC1.COC1(c2ccccc2)CCNCC1.